From a dataset of Forward reaction prediction with 1.9M reactions from USPTO patents (1976-2016). Predict the product of the given reaction. (1) Given the reactants [OH:1][CH:2]([C:14]1[CH:19]=[CH:18][C:17]([OH:20])=[CH:16][CH:15]=1)[CH:3]1[CH2:6][N:5]([C:7]([O:9][C:10]([CH3:13])([CH3:12])[CH3:11])=[O:8])[CH2:4]1.[OH-].[K+].C(OP([C:31](Br)([F:33])[F:32])(=O)OCC)C, predict the reaction product. The product is: [F:32][CH:31]([F:33])[O:20][C:17]1[CH:16]=[CH:15][C:14]([CH:2]([OH:1])[CH:3]2[CH2:6][N:5]([C:7]([O:9][C:10]([CH3:13])([CH3:12])[CH3:11])=[O:8])[CH2:4]2)=[CH:19][CH:18]=1. (2) Given the reactants C([O:3][C:4]([C:6]1[C:7]([CH:22]([F:24])[F:23])=[N:8][N:9]([C:18]([CH3:21])([CH3:20])[CH3:19])[C:10]=1[C:11]([F:17])([F:16])[C:12]([F:15])([F:14])[F:13])=[O:5])C.[OH-].[Na+], predict the reaction product. The product is: [C:18]([N:9]1[C:10]([C:11]([F:17])([F:16])[C:12]([F:13])([F:14])[F:15])=[C:6]([C:4]([OH:5])=[O:3])[C:7]([CH:22]([F:24])[F:23])=[N:8]1)([CH3:21])([CH3:19])[CH3:20]. (3) The product is: [Cl:1][CH:2]([CH2:6][CH3:7])[C:3]([NH:8][C:9]1[CH:13]=[CH:12][S:11][C:10]=1[C:14]([NH:16][C:17]1[CH:22]=[CH:21][CH:20]=[CH:19][C:18]=1[CH3:23])=[O:15])=[O:4]. Given the reactants [Cl:1][CH:2]([CH2:6][CH3:7])[C:3](Cl)=[O:4].[NH2:8][C:9]1[CH:13]=[CH:12][S:11][C:10]=1[C:14]([NH:16][C:17]1[CH:22]=[CH:21][CH:20]=[CH:19][C:18]=1[CH3:23])=[O:15], predict the reaction product. (4) Given the reactants Br[C:2]1[CH:3]=[C:4]([CH:20]=[CH:21][CH:22]=1)[CH2:5][O:6][CH2:7][CH2:8][N:9]1[C:17](=[O:18])[C:16]2[C:11](=[CH:12][CH:13]=[CH:14][CH:15]=2)[C:10]1=[O:19].[C:23]([C:25]([OH:32])([CH2:29][CH2:30][CH3:31])[CH2:26][CH2:27][CH3:28])#[CH:24], predict the reaction product. The product is: [OH:32][C:25]([CH2:29][CH2:30][CH3:31])([CH2:26][CH2:27][CH3:28])[C:23]#[C:24][C:2]1[CH:3]=[C:4]([CH:20]=[CH:21][CH:22]=1)[CH2:5][O:6][CH2:7][CH2:8][N:9]1[C:17](=[O:18])[C:16]2[C:11](=[CH:12][CH:13]=[CH:14][CH:15]=2)[C:10]1=[O:19]. (5) Given the reactants S(Cl)(Cl)=O.[CH3:5][N:6]1[C:10]2[CH2:11][NH:12][C@H:13]([C:15]([OH:17])=[O:16])[CH2:14][C:9]=2[N:8]=[CH:7]1.[CH3:18]O, predict the reaction product. The product is: [CH3:5][N:6]1[C:10]2[CH2:11][NH:12][C@H:13]([C:15]([O:17][CH3:18])=[O:16])[CH2:14][C:9]=2[N:8]=[CH:7]1. (6) Given the reactants [CH3:1][S:2]([N:5]1[CH2:10][CH2:9][N:8]([CH2:11][C:12]2[S:20][C:19]3[C:18]([N:21]4[CH2:26][CH2:25][O:24][CH2:23][CH2:22]4)=[N:17][C:16]([C:27]4[CH:28]=[C:29]([CH:33]=[O:34])[CH:30]=[N:31][CH:32]=4)=[N:15][C:14]=3[CH:13]=2)[CH2:7][CH2:6]1)(=[O:4])=[O:3].C(O[BH-](OC(=O)C)OC(=O)C)(=O)C.[Na+], predict the reaction product. The product is: [O:24]1[CH2:23][CH2:22][N:21]([C:18]2[C:19]3[S:20][C:12]([CH2:11][N:8]4[CH2:7][CH2:6][N:5]([S:2]([CH3:1])(=[O:4])=[O:3])[CH2:10][CH2:9]4)=[CH:13][C:14]=3[N:15]=[C:16]([C:27]3[CH:28]=[C:29]([CH2:33][OH:34])[CH:30]=[N:31][CH:32]=3)[N:17]=2)[CH2:26][CH2:25]1. (7) Given the reactants [CH3:1][C:2]1[CH:7]=[CH:6][CH:5]=[CH:4][C:3]=1[NH:8][C:9]1[CH:17]=[CH:16][CH:15]=[CH:14][C:10]=1[C:11](O)=O.P(Br)(Br)([Br:20])=O, predict the reaction product. The product is: [Br:20][C:1]1[C:2]2[C:3]([N:8]=[C:9]3[C:17]=1[CH:16]=[CH:15][CH:14]=[C:10]3[CH3:11])=[CH:4][CH:5]=[CH:6][CH:7]=2.